This data is from CYP2D6 inhibition data for predicting drug metabolism from PubChem BioAssay. The task is: Regression/Classification. Given a drug SMILES string, predict its absorption, distribution, metabolism, or excretion properties. Task type varies by dataset: regression for continuous measurements (e.g., permeability, clearance, half-life) or binary classification for categorical outcomes (e.g., BBB penetration, CYP inhibition). Dataset: cyp2d6_veith. The drug is O=C(/C=C/c1ccccc1)N/C(=C\c1ccco1)C(=O)NCCO. The result is 0 (non-inhibitor).